From a dataset of Forward reaction prediction with 1.9M reactions from USPTO patents (1976-2016). Predict the product of the given reaction. Given the reactants [N:1]1[C:8](Cl)=[N:7][C:5]([Cl:6])=[N:4][C:2]=1Cl.C([N:13](C(C)C)CC)(C)C.[CH3:19][NH:20][CH2:21][C:22]1[CH:27]=[CH:26][CH:25]=[CH:24][CH:23]=1.N, predict the reaction product. The product is: [CH2:21]([N:20]([CH3:19])[C:8]1[N:1]=[C:2]([NH2:13])[N:4]=[C:5]([Cl:6])[N:7]=1)[C:22]1[CH:27]=[CH:26][CH:25]=[CH:24][CH:23]=1.